Task: Regression. Given two drug SMILES strings and cell line genomic features, predict the synergy score measuring deviation from expected non-interaction effect.. Dataset: NCI-60 drug combinations with 297,098 pairs across 59 cell lines Drug 1: COC1=C(C=C2C(=C1)N=CN=C2NC3=CC(=C(C=C3)F)Cl)OCCCN4CCOCC4. Drug 2: C1=C(C(=O)NC(=O)N1)F. Cell line: CAKI-1. Synergy scores: CSS=49.6, Synergy_ZIP=4.49, Synergy_Bliss=3.82, Synergy_Loewe=4.04, Synergy_HSA=11.9.